This data is from Full USPTO retrosynthesis dataset with 1.9M reactions from patents (1976-2016). The task is: Predict the reactants needed to synthesize the given product. Given the product [C:1]([O:5][C:6]([N:8]1[CH2:12][C@H:11]([S:13][C:14]([C:27]2[CH:32]=[CH:31][CH:30]=[CH:29][CH:28]=2)([C:21]2[CH:26]=[CH:25][CH:24]=[CH:23][CH:22]=2)[C:15]2[CH:20]=[CH:19][CH:18]=[CH:17][CH:16]=2)[CH2:10][C@H:9]1[CH2:33][NH:34][CH2:74][C:73]1[CH:76]=[C:77]([F:80])[CH:78]=[CH:79][C:72]=1[F:71])=[O:7])([CH3:4])([CH3:3])[CH3:2], predict the reactants needed to synthesize it. The reactants are: [C:1]([O:5][C:6]([N:8]1[CH2:12][C@H:11]([S:13][C:14]([C:27]2[CH:32]=[CH:31][CH:30]=[CH:29][CH:28]=2)([C:21]2[CH:26]=[CH:25][CH:24]=[CH:23][CH:22]=2)[C:15]2[CH:20]=[CH:19][CH:18]=[CH:17][CH:16]=2)[CH2:10][C@H:9]1[CH2:33][N:34]=[N+]=[N-])=[O:7])([CH3:4])([CH3:3])[CH3:2].C(OC(N1C[C@H](SC(C2C=CC=CC=2)(C2C=CC=CC=2)C2C=CC=CC=2)C[C@H]1CN)=O)(C)(C)C.[F:71][C:72]1[CH:79]=[CH:78][C:77]([F:80])=[CH:76][C:73]=1[CH:74]=O.